From a dataset of Forward reaction prediction with 1.9M reactions from USPTO patents (1976-2016). Predict the product of the given reaction. The product is: [CH2:7]([O:6][C:4](=[O:5])/[C:3](/[N+:1]#[C-:2])=[CH:11]/[N:14]([CH3:16])[CH3:15])[CH3:8]. Given the reactants [N+:1]([CH2:3][C:4]([O:6][CH2:7][CH3:8])=[O:5])#[C-:2].CO[CH:11]([N:14]([CH3:16])[CH3:15])OC, predict the reaction product.